This data is from Forward reaction prediction with 1.9M reactions from USPTO patents (1976-2016). The task is: Predict the product of the given reaction. Given the reactants [Cl:1][C:2]1[CH:3]=[C:4]([OH:8])[CH:5]=[CH:6][CH:7]=1.C(=O)([O-])[O-].[Cs+].[Cs+].Br[C:16]1([C:20]([O:22][CH2:23][CH3:24])=[O:21])[CH2:19][CH2:18][CH2:17]1, predict the reaction product. The product is: [Cl:1][C:2]1[CH:3]=[C:4]([CH:5]=[CH:6][CH:7]=1)[O:8][C:16]1([C:20]([O:22][CH2:23][CH3:24])=[O:21])[CH2:19][CH2:18][CH2:17]1.